This data is from Catalyst prediction with 721,799 reactions and 888 catalyst types from USPTO. The task is: Predict which catalyst facilitates the given reaction. Reactant: [CH3:1][O:2][C:3]1([O:12][CH3:13])[CH2:7][CH2:6][CH:5]([C:8](OC)=[O:9])[CH2:4]1.[H-].[Al+3].[Li+].[H-].[H-].[H-]. Product: [CH3:13][O:12][C:3]1([O:2][CH3:1])[CH2:7][CH2:6][CH:5]([CH2:8][OH:9])[CH2:4]1. The catalyst class is: 1.